Predict which catalyst facilitates the given reaction. From a dataset of Catalyst prediction with 721,799 reactions and 888 catalyst types from USPTO. (1) The catalyst class is: 626. Product: [N:17]1([CH:13]([NH:10][C:8](=[O:9])[CH2:7][C:1]2[CH:6]=[CH:5][CH:4]=[CH:3][CH:2]=2)[C:12]([CH3:16])([CH3:15])[CH3:11])[C:21]2[CH:22]=[CH:23][CH:24]=[CH:25][C:20]=2[N:19]=[N:18]1. Reactant: [C:1]1([CH2:7][C:8]([NH2:10])=[O:9])[CH:6]=[CH:5][CH:4]=[CH:3][CH:2]=1.[CH3:11][C:12]([CH3:16])([CH3:15])[CH:13]=O.[NH:17]1[C:21]2[CH:22]=[CH:23][CH:24]=[CH:25][C:20]=2[N:19]=[N:18]1. (2) Reactant: [OH:1][CH2:2][C@@H:3]1[CH:7]([CH:8]([CH3:11])[CH2:9][OH:10])[O:6][C:5](=[O:12])[NH:4]1.[C:13]1([CH3:23])[CH:18]=[CH:17][C:16]([S:19](Cl)(=[O:21])=[O:20])=[CH:15][CH:14]=1.CCO[C:27]([CH3:29])=O. Product: [CH3:23][C:13]1[CH:18]=[CH:17][C:16]([S:19]([O:10][CH2:9][CH:8]([CH:7]2[O:6][C:5](=[O:12])[NH:4][C@@H:3]2[CH2:2][O:1][S:19]([C:27]2[CH:29]=[CH:18][C:13]([CH3:23])=[CH:14][CH:15]=2)(=[O:21])=[O:20])[CH3:11])(=[O:21])=[O:20])=[CH:15][CH:14]=1. The catalyst class is: 17. (3) Reactant: [N:1]([CH2:4][C:5]1[CH:10]=[CH:9][C:8]([C:11]2[CH:16]=[CH:15][C:14]([N:17]3[CH2:21][CH:20]([CH2:22][NH:23][C:24](=[O:26])[CH3:25])[O:19][C:18]3=[O:27])=[CH:13][C:12]=2[F:28])=[CH:7][CH:6]=1)=[N+]=[N-].C1(P(C2C=CC=CC=2)C2C=CC=CC=2)C=CC=CC=1.O. Product: [NH2:1][CH2:4][C:5]1[CH:10]=[CH:9][C:8]([C:11]2[CH:16]=[CH:15][C:14]([N:17]3[CH2:21][CH:20]([CH2:22][NH:23][C:24](=[O:26])[CH3:25])[O:19][C:18]3=[O:27])=[CH:13][C:12]=2[F:28])=[CH:7][CH:6]=1. The catalyst class is: 7. (4) Reactant: [CH2:1]([O:6][C:7]1[C:8](=[O:14])[CH:9]=[CH:10][C:11](=[O:13])[CH:12]=1)[CH:2]=[C:3]([CH3:5])[CH3:4].[CH3:15][C:16]1([CH3:24])[C:21]([CH:22]=[CH2:23])=[CH:20][CH2:19][CH2:18][CH2:17]1. Product: [CH2:1]([O:6][C:7]1[C:8](=[O:14])[C:9]2[C:10](=[CH:23][CH:22]=[C:21]3[C:20]=2[CH2:19][CH2:18][CH2:17][C:16]3([CH3:24])[CH3:15])[C:11](=[O:13])[CH:12]=1)[CH:2]=[C:3]([CH3:5])[CH3:4]. The catalyst class is: 5. (5) Reactant: [CH:1]1([CH2:4][NH2:5])[CH2:3][CH2:2]1.Cl[CH2:7][CH2:8][N:9]([CH2:32][CH2:33]Cl)[C:10]1[CH:30]=[C:29]([Cl:31])[C:13]2[O:14][C:15]3[C:24]([CH3:25])=[CH:23][C:22]([C:26]([OH:28])=[O:27])=[CH:21][C:16]=3[S:17](=[O:20])(=[O:19])[CH2:18][C:12]=2[CH:11]=1. Product: [Cl:31][C:29]1[C:13]2[O:14][C:15]3[C:24]([CH3:25])=[CH:23][C:22]([C:26]([OH:28])=[O:27])=[CH:21][C:16]=3[S:17](=[O:20])(=[O:19])[CH2:18][C:12]=2[CH:11]=[C:10]([N:9]2[CH2:8][CH2:7][N:5]([CH2:4][CH:1]3[CH2:3][CH2:2]3)[CH2:33][CH2:32]2)[CH:30]=1. The catalyst class is: 5. (6) Reactant: C[O:2][C:3]([C:5]1[N:6]=[C:7]2[C:12]([CH:13]([CH3:15])[CH3:14])=[CH:11][C:10]([C:16]3[CH:21]=[CH:20][CH:19]=[CH:18][CH:17]=3)=[CH:9][N:8]2[CH:22]=1)=[O:4].[OH-].[Na+]. Product: [CH:13]([C:12]1[C:7]2[N:8]([CH:22]=[C:5]([C:3]([OH:4])=[O:2])[N:6]=2)[CH:9]=[C:10]([C:16]2[CH:21]=[CH:20][CH:19]=[CH:18][CH:17]=2)[CH:11]=1)([CH3:15])[CH3:14]. The catalyst class is: 20.